Dataset: Buchwald-Hartwig C-N cross coupling reaction yields with 55,370 reactions. Task: Predict the reaction yield, written as a fraction of the theoretical maximum amount of product (1.0 means a 100% yield; for example, 0.34 means a 34% yield). The reactants are CCc1ccc(Cl)cc1.Cc1ccc(N)cc1.O=S(=O)(O[Pd]1c2ccccc2-c2ccccc2N~1)C(F)(F)F.CC(C)c1cc(C(C)C)c(-c2ccccc2P(C(C)(C)C)C(C)(C)C)c(C(C)C)c1.CN1CCCN2CCCN=C12.COC(=O)c1cc(-c2cccs2)on1. No catalyst specified. The product is CCc1ccc(Nc2ccc(C)cc2)cc1. The yield is 0.00745.